This data is from CYP3A4 inhibition data for predicting drug metabolism from PubChem BioAssay. The task is: Regression/Classification. Given a drug SMILES string, predict its absorption, distribution, metabolism, or excretion properties. Task type varies by dataset: regression for continuous measurements (e.g., permeability, clearance, half-life) or binary classification for categorical outcomes (e.g., BBB penetration, CYP inhibition). Dataset: cyp3a4_veith. (1) The result is 1 (inhibitor). The molecule is Cc1ccccc1-c1ccc2ncnc(N(C)C)c2c1. (2) The drug is Cn1cccc1C(=O)N1CCC2(CC1)CN(C(=O)Nc1cccc(F)c1)C2. The result is 0 (non-inhibitor). (3) The result is 1 (inhibitor). The compound is Cc1nc(-c2c(C(F)(F)F)noc2-c2ccc(O)cc2O)cs1. (4) The drug is COCCN(C(=O)Nc1ccc(OC)cc1OC)C1CCN(C(C)=O)CC1. The result is 0 (non-inhibitor). (5) The compound is CC(=O)c1cc2ccccc2oc1=O. The result is 0 (non-inhibitor).